Dataset: Full USPTO retrosynthesis dataset with 1.9M reactions from patents (1976-2016). Task: Predict the reactants needed to synthesize the given product. (1) The reactants are: [C:1]([O:5][C:6]([N:8]1[CH2:20][C@@H:19]([CH3:21])[N:18]2[C@H:10]([CH2:11][C:12]3[C:17]2=[N:16][C:15]([CH:22](O)[CH2:23][O:24][Si:25]([C:28]([CH3:31])([CH3:30])[CH3:29])([CH3:27])[CH3:26])=[CH:14][CH:13]=3)[CH2:9]1)=[O:7])([CH3:4])([CH3:3])[CH3:2].BrC(Br)(Br)Br.C1(P(C2C=CC=CC=2)C2C=CC=CC=2)C=CC=CC=1. Given the product [C:1]([O:5][C:6]([N:8]1[CH2:20][C@@H:19]([CH3:21])[N:18]2[C@H:10]([CH2:11][C:12]3[C:17]2=[N:16][C:15]([CH2:22][CH2:23][O:24][Si:25]([C:28]([CH3:29])([CH3:31])[CH3:30])([CH3:27])[CH3:26])=[CH:14][CH:13]=3)[CH2:9]1)=[O:7])([CH3:4])([CH3:3])[CH3:2], predict the reactants needed to synthesize it. (2) Given the product [NH:28]1[C:29]2[C:25](=[CH:24][C:23]([NH:22][C:14](=[O:16])[CH:13]([N:7]3[CH2:8][CH2:9][CH2:10][CH2:11][CH2:12]3)[C:17]3[CH:21]=[CH:20][S:19][CH:18]=3)=[CH:31][CH:30]=2)[CH:26]=[N:27]1, predict the reactants needed to synthesize it. The reactants are: C(OCl)(C)(C)C.[N:7]1([CH:13]([C:17]2[CH:21]=[CH:20][S:19][CH:18]=2)[C:14]([OH:16])=O)[CH2:12][CH2:11][CH2:10][CH2:9][CH2:8]1.[NH2:22][C:23]1[CH:24]=[C:25]2[C:29](=[CH:30][CH:31]=1)[NH:28][N:27]=[CH:26]2. (3) The reactants are: [NH2:1][C:2]1[CH:3]=[N:4][C:5]2[C:10]([C:11]=1[NH:12][C:13]1[CH:18]=[CH:17][C:16]([N:19]3[CH2:24][CH2:23][CH:22]([C:25]([O:27][CH3:28])=[O:26])[CH2:21][CH2:20]3)=[C:15]([C:29]([F:32])([F:31])[F:30])[CH:14]=1)=[CH:9][C:8]([Br:33])=[CH:7][CH:6]=2.[H-].[Na+].Br[CH2:37][C:38](OCCCC)=[O:39]. Given the product [Br:33][C:8]1[CH:7]=[CH:6][C:5]2[N:4]=[CH:3][C:2]3[NH:1][C:38](=[O:39])[CH2:37][N:12]([C:13]4[CH:18]=[CH:17][C:16]([N:19]5[CH2:20][CH2:21][CH:22]([C:25]([O:27][CH3:28])=[O:26])[CH2:23][CH2:24]5)=[C:15]([C:29]([F:31])([F:30])[F:32])[CH:14]=4)[C:11]=3[C:10]=2[CH:9]=1, predict the reactants needed to synthesize it. (4) Given the product [N+:38]([C:27]1[CH:28]=[CH:29][C:30]([O:32][CH2:33][C:34]([F:35])([F:36])[F:37])=[CH:31][C:26]=1[NH:15][CH:12]1[CH2:13][CH2:14][N:9]([CH:6]2[CH2:5][CH2:4][O:3][CH2:8][CH2:7]2)[CH2:10][CH2:11]1)([O-:40])=[O:39], predict the reactants needed to synthesize it. The reactants are: Cl.Cl.[O:3]1[CH2:8][CH2:7][CH:6]([N:9]2[CH2:14][CH2:13][CH:12]([NH2:15])[CH2:11][CH2:10]2)[CH2:5][CH2:4]1.C(N(CC)C(C)C)(C)C.F[C:26]1[CH:31]=[C:30]([O:32][CH2:33][C:34]([F:37])([F:36])[F:35])[CH:29]=[CH:28][C:27]=1[N+:38]([O-:40])=[O:39]. (5) Given the product [F:25][C:26]1[CH:33]=[CH:32][CH:31]=[CH:30][C:27]=1[CH2:28][N:18]([CH2:17][C:13]1[CH:12]=[C:11]([C:7]2[CH:8]=[CH:9][CH:10]=[C:5]([S:2]([CH3:1])(=[O:3])=[O:4])[CH:6]=2)[CH:16]=[CH:15][CH:14]=1)[S:19]([CH:22]([CH3:24])[CH3:23])(=[O:20])=[O:21], predict the reactants needed to synthesize it. The reactants are: [CH3:1][S:2]([C:5]1[CH:6]=[C:7]([C:11]2[CH:16]=[CH:15][CH:14]=[C:13]([CH2:17][NH:18][S:19]([CH:22]([CH3:24])[CH3:23])(=[O:21])=[O:20])[CH:12]=2)[CH:8]=[CH:9][CH:10]=1)(=[O:4])=[O:3].[F:25][C:26]1[CH:33]=[CH:32][CH:31]=[CH:30][C:27]=1[CH2:28]Br.C(=O)([O-])[O-].[Cs+].[Cs+]. (6) Given the product [CH:37]1[C:38]2[CH:26]([CH2:25][O:24][C:23]([NH:1][CH2:2][CH2:3][CH2:4][C@@H:5]([NH:9][C:10]([O:12][C:13]([CH3:16])([CH3:15])[CH3:14])=[O:11])[C:6]([OH:8])=[O:7])=[O:39])[C:27]3[C:32](=[CH:31][CH:30]=[CH:29][CH:28]=3)[C:33]=2[CH:34]=[CH:35][CH:36]=1, predict the reactants needed to synthesize it. The reactants are: [NH2:1][CH2:2][CH2:3][CH2:4][C@@H:5]([NH:9][C:10]([O:12][C:13]([CH3:16])([CH3:15])[CH3:14])=[O:11])[C:6]([OH:8])=[O:7].O.C(=O)(O)[O-].[Na+].[C:23](=O)([O:39]N1C(=O)CCC1=O)[O:24][CH2:25][CH:26]1[C:38]2[CH:37]=[CH:36][CH:35]=[CH:34][C:33]=2[C:32]2[C:27]1=[CH:28][CH:29]=[CH:30][CH:31]=2. (7) The reactants are: [CH2:1]([O:8][CH:9]1[CH:16]2[CH:12]([O:13][C:14]([CH3:18])([CH3:17])[O:15]2)[O:11][C:10]1([CH2:38][OH:39])[C:19]([C:32]1[CH:37]=[CH:36][CH:35]=[CH:34][CH:33]=1)([C:26]1[CH:31]=[CH:30][CH:29]=[CH:28][CH:27]=1)[O:20][SiH2:21][C:22]([CH3:25])([CH3:24])[CH3:23])[C:2]1[CH:7]=[CH:6][CH:5]=[CH:4][CH:3]=1.CC(OI1(OC(C)=O)(OC(C)=O)OC(=O)C2C=CC=CC1=2)=O. Given the product [CH2:1]([O:8][CH:9]1[CH:16]2[CH:12]([O:13][C:14]([CH3:17])([CH3:18])[O:15]2)[O:11][C:10]1([C:19]([C:26]1[CH:27]=[CH:28][CH:29]=[CH:30][CH:31]=1)([C:32]1[CH:37]=[CH:36][CH:35]=[CH:34][CH:33]=1)[O:20][SiH2:21][C:22]([CH3:25])([CH3:24])[CH3:23])[CH:38]=[O:39])[C:2]1[CH:3]=[CH:4][CH:5]=[CH:6][CH:7]=1, predict the reactants needed to synthesize it.